Dataset: Peptide-MHC class I binding affinity with 185,985 pairs from IEDB/IMGT. Task: Regression. Given a peptide amino acid sequence and an MHC pseudo amino acid sequence, predict their binding affinity value. This is MHC class I binding data. (1) The MHC is HLA-A11:01 with pseudo-sequence HLA-A11:01. The binding affinity (normalized) is 0.654. The peptide sequence is AIDRQVSVK. (2) The peptide sequence is ITPTIYLLL. The MHC is BoLA-JSP.1 with pseudo-sequence YLEMYQEKAGNFFVSNLYLLSMFYSMAEQNYRWY. The binding affinity (normalized) is 0.535. (3) The peptide sequence is LNASYITPYV. The MHC is HLA-A02:03 with pseudo-sequence HLA-A02:03. The binding affinity (normalized) is 0.355. (4) The peptide sequence is LLLFHETGV. The MHC is HLA-A02:01 with pseudo-sequence HLA-A02:01. The binding affinity (normalized) is 0.919. (5) The peptide sequence is VIVADDLTA. The MHC is H-2-Dd with pseudo-sequence H-2-Dd. The binding affinity (normalized) is 0. (6) The peptide sequence is ILFDRLPIA. The MHC is HLA-A23:01 with pseudo-sequence HLA-A23:01. The binding affinity (normalized) is 0.0847. (7) The peptide sequence is FYKRKAMAW. The MHC is HLA-A24:03 with pseudo-sequence HLA-A24:03. The binding affinity (normalized) is 0.956.